From a dataset of Catalyst prediction with 721,799 reactions and 888 catalyst types from USPTO. Predict which catalyst facilitates the given reaction. (1) Reactant: F[C:2]1[CH:7]=[CH:6][C:5]([N+:8]([O-:10])=[O:9])=[C:4]([O:11][CH3:12])[CH:3]=1.[NH2:13][CH:14]1[CH2:17][N:16]([C:18]([O:20][C:21]([CH3:24])([CH3:23])[CH3:22])=[O:19])[CH2:15]1.C(N(CC)CC)C.CS(C)=O. Product: [CH3:12][O:11][C:4]1[CH:3]=[C:2]([NH:13][CH:14]2[CH2:15][N:16]([C:18]([O:20][C:21]([CH3:24])([CH3:23])[CH3:22])=[O:19])[CH2:17]2)[CH:7]=[CH:6][C:5]=1[N+:8]([O-:10])=[O:9]. The catalyst class is: 6. (2) Reactant: [Cl:1][C:2]1[CH:7]=[CH:6][CH:5]=[C:4]([Cl:8])[C:3]=1[C:9]1[C:13]([CH2:14][O:15][C:16]2[CH:35]=[CH:34][C:19]3[CH:20]=[C:21]([C:23]4[CH:33]=[CH:32][C:26]([C:27]([O:29]CC)=[O:28])=[CH:25][CH:24]=4)[S:22][C:18]=3[CH:17]=2)=[C:12]([CH:36]([CH3:38])[CH3:37])[O:11][N:10]=1.[OH-].[Li+].O1CCOCC1. Product: [Cl:8][C:4]1[CH:5]=[CH:6][CH:7]=[C:2]([Cl:1])[C:3]=1[C:9]1[C:13]([CH2:14][O:15][C:16]2[CH:35]=[CH:34][C:19]3[CH:20]=[C:21]([C:23]4[CH:33]=[CH:32][C:26]([C:27]([OH:29])=[O:28])=[CH:25][CH:24]=4)[S:22][C:18]=3[CH:17]=2)=[C:12]([CH:36]([CH3:38])[CH3:37])[O:11][N:10]=1. The catalyst class is: 7. (3) Reactant: [O:1]1[C:3]2([CH2:8][CH2:7][N:6]([C:9]3[CH:14]=[CH:13][C:12]([N:15]4[CH2:19][C@H:18]([CH2:20][NH:21][C:22](=[O:24])[CH3:23])[O:17][C:16]4=[O:25])=[CH:11][C:10]=3[F:26])[CH2:5][CH2:4]2)[CH2:2]1.[CH3:27][O-:28].[Na+]. Product: [CH3:27][O:28][CH2:2][C:3]1([OH:1])[CH2:4][CH2:5][N:6]([C:9]2[CH:14]=[CH:13][C:12]([N:15]3[CH2:19][C@H:18]([CH2:20][NH:21][C:22](=[O:24])[CH3:23])[O:17][C:16]3=[O:25])=[CH:11][C:10]=2[F:26])[CH2:7][CH2:8]1. The catalyst class is: 5. (4) Reactant: [C:1]([C:3]1[CH:20]=[CH:19][CH:18]=[CH:17][C:4]=1[O:5][CH2:6][C:7]1[CH:16]=[CH:15][C:10]([C:11]([O:13]C)=[O:12])=[CH:9][CH:8]=1)#[N:2].[OH-].[Na+]. Product: [C:1]([C:3]1[CH:20]=[CH:19][CH:18]=[CH:17][C:4]=1[O:5][CH2:6][C:7]1[CH:16]=[CH:15][C:10]([C:11]([OH:13])=[O:12])=[CH:9][CH:8]=1)#[N:2]. The catalyst class is: 5. (5) Reactant: [Cl:1][C:2]1[N:7]=[C:6]([CH:8]=O)[C:5]([NH:10][C:11](=[O:17])OC(C)(C)C)=[CH:4][CH:3]=1.[Cl-].[CH2:19]1[CH2:29][CH2:28]N2[C:22](=NCCC2)[CH2:21][CH2:20]1.[CH2:30]1COCC1. Product: [Cl:1][C:2]1[N:7]=[C:6]2[C:5](=[CH:4][CH:3]=1)[NH:10][C:11](=[O:17])[C:30]([C:22]1[CH:21]=[CH:20][CH:19]=[CH:29][CH:28]=1)=[CH:8]2. The catalyst class is: 22. (6) Reactant: Br[N:2]1C(=O)[CH2:5][CH2:4][C:3]1=O.CO/C=C/C#N.[F:15][C:16]1[CH:17]=[CH:18][C:19]([NH2:22])=[N:20][CH:21]=1. Product: [F:15][C:16]1[CH:17]=[CH:18][C:19]2[N:20]([C:4]([C:3]#[N:2])=[CH:5][N:22]=2)[CH:21]=1. The catalyst class is: 38.